From a dataset of Serine/threonine kinase 33 screen with 319,792 compounds. Binary Classification. Given a drug SMILES string, predict its activity (active/inactive) in a high-throughput screening assay against a specified biological target. The molecule is O=C(NC1CC[NH2+]CC1)c1[nH]cnc1C(=O)NC(C)C(OCc1ccccc1)=O. The result is 0 (inactive).